This data is from hERG potassium channel inhibition data for cardiac toxicity prediction from Karim et al.. The task is: Regression/Classification. Given a drug SMILES string, predict its toxicity properties. Task type varies by dataset: regression for continuous values (e.g., LD50, hERG inhibition percentage) or binary classification for toxic/non-toxic outcomes (e.g., AMES mutagenicity, cardiotoxicity, hepatotoxicity). Dataset: herg_karim. (1) The result is 0 (non-blocker). The compound is COc1cc(NC(C)CCCN)c2ncccc2c1. (2) The drug is CC(C)c1ccc(COC(=O)N2CCC(CNc3ncccn3)CC2)cc1. The result is 1 (blocker).